The task is: Predict which catalyst facilitates the given reaction.. This data is from Catalyst prediction with 721,799 reactions and 888 catalyst types from USPTO. (1) Reactant: [CH3:1][O:2][C:3]([C:5]1[NH:6][C:7]([C:13]([CH3:16])([CH3:15])[CH3:14])=[CH:8][C:9]=1[N+:10]([O-])=O)=[O:4]. Product: [NH2:10][C:9]1[CH:8]=[C:7]([C:13]([CH3:16])([CH3:14])[CH3:15])[NH:6][C:5]=1[C:3]([O:2][CH3:1])=[O:4]. The catalyst class is: 19. (2) Reactant: C[N:2]([CH:4]=O)C.[C:6]1([C:12]2[N:13]([CH2:26][C:27]([NH:29][C:30]([NH2:32])=[NH:31])=[O:28])[C:14]([CH:17]3[CH2:22][CH2:21][CH:20]([CH2:23][CH2:24][CH3:25])[CH2:19][CH2:18]3)=[CH:15][CH:16]=2)[CH:11]=[CH:10][CH:9]=[CH:8][CH:7]=1.C(O[C:41]([O:43][C:44]([CH3:47])([CH3:46])[CH3:45])=[O:42])(O[C:36](C)([CH3:38])[CH3:37])=O.O. Product: [NH2:31]/[C:30](/[NH:32][CH2:37][CH2:36][CH2:38][C:4]#[N:2])=[N:29]\[C:27](=[O:28])[CH2:26][N:13]1[C:14]([C@H:17]2[CH2:22][CH2:21][C@H:20]([CH2:23][CH2:24][CH3:25])[CH2:19][CH2:18]2)=[CH:15][CH:16]=[C:12]1[C:6]1[CH:7]=[CH:8][CH:9]=[CH:10][CH:11]=1.[C:41]([NH:32][C:30]([NH:29][C:27](=[O:28])[CH2:26][N:13]1[C:14]([CH:17]2[CH2:18][CH2:19][CH:20]([CH2:23][CH2:24][CH3:25])[CH2:21][CH2:22]2)=[CH:15][CH:16]=[C:12]1[C:6]1[CH:11]=[CH:10][CH:9]=[CH:8][CH:7]=1)=[NH:31])([O:43][C:44]([CH3:45])([CH3:46])[CH3:47])=[O:42]. The catalyst class is: 220. (3) Reactant: C1C(=O)N([Br:8])C(=O)C1.C(OOC(=O)C1C=CC=CC=1)(=O)C1C=CC=CC=1.[F:27][C:28]1[CH:33]=[C:32]([C:34]#[N:35])[CH:31]=[CH:30][C:29]=1[CH3:36]. Product: [F:27][C:28]1[CH:33]=[C:32]([CH:31]=[CH:30][C:29]=1[CH2:36][Br:8])[C:34]#[N:35]. The catalyst class is: 28. (4) Reactant: [CH3:1][O:2][C:3]1[CH:4]=[C:5]([C:11]2[O:15][N:14]=[C:13]([C:16]3[CH:17]=[CH:18][CH:19]=[C:20]4[C:24]=3[NH:23][CH:22]=[C:21]4[CH2:25][CH2:26][C:27]([O:29]CC)=[O:28])[N:12]=2)[CH:6]=[CH:7][C:8]=1[O:9][CH3:10].[OH-].[Na+]. Product: [CH3:1][O:2][C:3]1[CH:4]=[C:5]([C:11]2[O:15][N:14]=[C:13]([C:16]3[CH:17]=[CH:18][CH:19]=[C:20]4[C:24]=3[NH:23][CH:22]=[C:21]4[CH2:25][CH2:26][C:27]([OH:29])=[O:28])[N:12]=2)[CH:6]=[CH:7][C:8]=1[O:9][CH3:10]. The catalyst class is: 193.